Predict the reaction yield, written as a fraction of the theoretical maximum amount of product (1.0 means a 100% yield; for example, 0.34 means a 34% yield). From a dataset of Reaction yield outcomes from USPTO patents with 853,638 reactions. The reactants are [N:1]1[CH:6]=[CH:5][CH:4]=[CH:3][C:2]=1B(O)O.Br[C:11]1[N:19]=[CH:18][C:17]2[NH:16][C:15]3[N:20]=[CH:21][C:22]([C:24]4[CH:29]=[CH:28][C:27]([CH2:30][N:31]5[CH2:36][CH2:35][CH:34]([C:37]([F:40])([F:39])[F:38])[CH2:33][CH2:32]5)=[CH:26][CH:25]=4)=[CH:23][C:14]=3[C:13]=2[CH:12]=1. The catalyst is C(#N)C.C(=O)([O-])[O-].[Na+].[Na+]. The product is [N:1]1[CH:6]=[CH:5][CH:4]=[C:3]([C:11]2[N:19]=[CH:18][C:17]3[NH:16][C:15]4[N:20]=[CH:21][C:22]([C:24]5[CH:25]=[CH:26][C:27]([CH2:30][N:31]6[CH2:32][CH2:33][CH:34]([C:37]([F:38])([F:40])[F:39])[CH2:35][CH2:36]6)=[CH:28][CH:29]=5)=[CH:23][C:14]=4[C:13]=3[CH:12]=2)[CH:2]=1. The yield is 0.110.